From a dataset of NCI-60 drug combinations with 297,098 pairs across 59 cell lines. Regression. Given two drug SMILES strings and cell line genomic features, predict the synergy score measuring deviation from expected non-interaction effect. (1) Drug 1: CC12CCC3C(C1CCC2O)C(CC4=C3C=CC(=C4)O)CCCCCCCCCS(=O)CCCC(C(F)(F)F)(F)F. Drug 2: CNC(=O)C1=NC=CC(=C1)OC2=CC=C(C=C2)NC(=O)NC3=CC(=C(C=C3)Cl)C(F)(F)F. Cell line: NCI-H322M. Synergy scores: CSS=-3.24, Synergy_ZIP=1.79, Synergy_Bliss=-0.419, Synergy_Loewe=-1.76, Synergy_HSA=-3.28. (2) Drug 1: CC1=C(C=C(C=C1)NC(=O)C2=CC=C(C=C2)CN3CCN(CC3)C)NC4=NC=CC(=N4)C5=CN=CC=C5. Drug 2: CCC1(C2=C(COC1=O)C(=O)N3CC4=CC5=C(C=CC(=C5CN(C)C)O)N=C4C3=C2)O.Cl. Synergy scores: CSS=29.9, Synergy_ZIP=0.195, Synergy_Bliss=-4.53, Synergy_Loewe=-23.4, Synergy_HSA=-5.70. Cell line: COLO 205. (3) Drug 1: C1=CC(=CC=C1C#N)C(C2=CC=C(C=C2)C#N)N3C=NC=N3. Drug 2: C(=O)(N)NO. Cell line: NCIH23. Synergy scores: CSS=4.23, Synergy_ZIP=-0.704, Synergy_Bliss=-0.420, Synergy_Loewe=1.19, Synergy_HSA=-2.12. (4) Drug 1: CN1C(=O)N2C=NC(=C2N=N1)C(=O)N. Drug 2: CCC1(CC2CC(C3=C(CCN(C2)C1)C4=CC=CC=C4N3)(C5=C(C=C6C(=C5)C78CCN9C7C(C=CC9)(C(C(C8N6C)(C(=O)OC)O)OC(=O)C)CC)OC)C(=O)OC)O.OS(=O)(=O)O. Cell line: KM12. Synergy scores: CSS=-9.66, Synergy_ZIP=2.36, Synergy_Bliss=-2.12, Synergy_Loewe=-11.6, Synergy_HSA=-7.74. (5) Cell line: U251. Drug 1: CS(=O)(=O)C1=CC(=C(C=C1)C(=O)NC2=CC(=C(C=C2)Cl)C3=CC=CC=N3)Cl. Synergy scores: CSS=3.95, Synergy_ZIP=-9.84, Synergy_Bliss=-17.9, Synergy_Loewe=-27.9, Synergy_HSA=-15.7. Drug 2: CC1=C(N=C(N=C1N)C(CC(=O)N)NCC(C(=O)N)N)C(=O)NC(C(C2=CN=CN2)OC3C(C(C(C(O3)CO)O)O)OC4C(C(C(C(O4)CO)O)OC(=O)N)O)C(=O)NC(C)C(C(C)C(=O)NC(C(C)O)C(=O)NCCC5=NC(=CS5)C6=NC(=CS6)C(=O)NCCC[S+](C)C)O. (6) Drug 1: C1CC(=O)NC(=O)C1N2CC3=C(C2=O)C=CC=C3N. Drug 2: CC1=C(C(=CC=C1)Cl)NC(=O)C2=CN=C(S2)NC3=CC(=NC(=N3)C)N4CCN(CC4)CCO. Cell line: HOP-92. Synergy scores: CSS=26.4, Synergy_ZIP=-7.28, Synergy_Bliss=1.80, Synergy_Loewe=-42.0, Synergy_HSA=4.21.